The task is: Predict the reaction yield, written as a fraction of the theoretical maximum amount of product (1.0 means a 100% yield; for example, 0.34 means a 34% yield).. This data is from Reaction yield outcomes from USPTO patents with 853,638 reactions. (1) The reactants are [Br:1][C:2]1[CH:7]=[CH:6][C:5]([Cl:8])=[CH:4][C:3]=1[O:9][CH3:10].[CH2:11]([C:13]1[CH:21]=[CH:20][C:16]([C:17](Cl)=[O:18])=[CH:15][CH:14]=1)[CH3:12].[Cl-].[Cl-].[Cl-].[Al+3]. The catalyst is ClCCl. The product is [Br:1][C:2]1[C:3]([O:9][CH3:10])=[CH:4][C:5]([Cl:8])=[C:6]([C:17]([C:16]2[CH:20]=[CH:21][C:13]([CH2:11][CH3:12])=[CH:14][CH:15]=2)=[O:18])[CH:7]=1. The yield is 0.690. (2) The reactants are [CH:1]([NH2:4])([CH3:3])[CH3:2].Cl[P:6](Cl)[C:7]1[CH:12]=[CH:11][CH:10]=[CH:9][CH:8]=1. The catalyst is C(OCC)C. The product is [CH:1]([NH:4][P:6]([NH:4][CH:1]([CH3:3])[CH3:2])[C:7]1[CH:12]=[CH:11][CH:10]=[CH:9][CH:8]=1)([CH3:3])[CH3:2]. The yield is 0.330. (3) The reactants are [N+:1]([C:4]1[CH:5]=[N:6][C:7]2[C:12]([C:13]=1[NH:14][CH2:15][C:16]1([OH:22])[CH2:21][CH2:20][O:19][CH2:18][CH2:17]1)=[CH:11][CH:10]=[CH:9][CH:8]=2)([O-])=O. The catalyst is [Pt].C(#N)C. The product is [NH2:1][C:4]1[CH:5]=[N:6][C:7]2[C:12]([C:13]=1[NH:14][CH2:15][C:16]1([OH:22])[CH2:21][CH2:20][O:19][CH2:18][CH2:17]1)=[CH:11][CH:10]=[CH:9][CH:8]=2. The yield is 0.940. (4) The reactants are [C:1]1([S:7]([N:10]2[C:14]3=[N:15][CH:16]=[CH:17][CH:18]=[C:13]3[CH:12]=[C:11]2[C:19](OS(C2C=CC(C)=CC=2)(=O)=O)=[CH:20][CH:21]2[CH2:29][CH2:28][C:23]3([O:27][CH2:26][CH2:25][O:24]3)[CH2:22]2)(=[O:9])=[O:8])[CH:6]=[CH:5][CH:4]=[CH:3][CH:2]=1.[CH3:41][S:42]([C:45]1[CH:50]=[CH:49][C:48](B(O)O)=[CH:47][CH:46]=1)(=[O:44])=[O:43].C(=O)([O-])[O-].[Na+].[Na+]. The catalyst is O1CCOCC1.C(OCC)(=O)C.Cl[Pd](Cl)([P](C1C=CC=CC=1)(C1C=CC=CC=1)C1C=CC=CC=1)[P](C1C=CC=CC=1)(C1C=CC=CC=1)C1C=CC=CC=1. The product is [C:1]1([S:7]([N:10]2[C:14]3=[N:15][CH:16]=[CH:17][CH:18]=[C:13]3[CH:12]=[C:11]2/[C:19](/[C:48]2[CH:49]=[CH:50][C:45]([S:42]([CH3:41])(=[O:44])=[O:43])=[CH:46][CH:47]=2)=[CH:20]\[CH:21]2[CH2:29][CH2:28][C:23]3([O:24][CH2:25][CH2:26][O:27]3)[CH2:22]2)(=[O:9])=[O:8])[CH:2]=[CH:3][CH:4]=[CH:5][CH:6]=1. The yield is 0.820.